This data is from Catalyst prediction with 721,799 reactions and 888 catalyst types from USPTO. The task is: Predict which catalyst facilitates the given reaction. (1) Reactant: [O:1]1[CH2:6][CH2:5][N:4]([CH2:7][C:8]2[N:13]=[C:12]([C:14]3[CH:19]=[CH:18][CH:17]=[CH:16][CH:15]=3)[N:11]=[C:10]([C:20]([O:22]C)=[O:21])[CH:9]=2)[CH2:3][CH2:2]1.O[Li].O.C1COCC1.Cl. Product: [O:1]1[CH2:6][CH2:5][N:4]([CH2:7][C:8]2[N:13]=[C:12]([C:14]3[CH:19]=[CH:18][CH:17]=[CH:16][CH:15]=3)[N:11]=[C:10]([C:20]([OH:22])=[O:21])[CH:9]=2)[CH2:3][CH2:2]1. The catalyst class is: 72. (2) Reactant: C(P1(=O)OP(CCC)(=O)OP(CCC)(=O)O1)CC.[NH2:19][C:20]1[CH:21]=[C:22]([CH:26]=[C:27]([Br:29])[CH:28]=1)[C:23]([OH:25])=O.CCN(CC)CC.[O:37]1[CH2:42][CH2:41][N:40]([CH2:43][CH2:44][NH2:45])[CH2:39][CH2:38]1. Product: [NH2:19][C:20]1[CH:21]=[C:22]([CH:26]=[C:27]([Br:29])[CH:28]=1)[C:23]([NH:45][CH2:44][CH2:43][N:40]1[CH2:41][CH2:42][O:37][CH2:38][CH2:39]1)=[O:25]. The catalyst class is: 2. (3) Reactant: [C:1]1([C:10]2[CH:15]=[CH:14][CH:13]=[CH:12][CH:11]=2)[C:2]([C:7]([OH:9])=O)=[CH:3][CH:4]=[CH:5][CH:6]=1.C(Cl)(=O)C(Cl)=O.[C:22]1([C:28]2NN=[N:30][N:29]=2)[CH:27]=[CH:26][CH:25]=[CH:24][CH:23]=1. Product: [C:1]1([C:10]2[CH:15]=[CH:14][CH:13]=[CH:12][CH:11]=2)[CH:6]=[CH:5][CH:4]=[CH:3][C:2]=1[C:7]1[O:9][C:28]([C:22]2[CH:27]=[CH:26][CH:25]=[CH:24][CH:23]=2)=[N:29][N:30]=1. The catalyst class is: 85.